Dataset: Peptide-MHC class II binding affinity with 134,281 pairs from IEDB. Task: Regression. Given a peptide amino acid sequence and an MHC pseudo amino acid sequence, predict their binding affinity value. This is MHC class II binding data. The peptide sequence is AMFVEDIAMGYVVSS. The MHC is DRB1_0301 with pseudo-sequence DRB1_0301. The binding affinity (normalized) is 0.741.